This data is from TCR-epitope binding with 47,182 pairs between 192 epitopes and 23,139 TCRs. The task is: Binary Classification. Given a T-cell receptor sequence (or CDR3 region) and an epitope sequence, predict whether binding occurs between them. (1) The epitope is SSTFNVPMEKLK. The TCR CDR3 sequence is CASSLAPSQETQYF. Result: 1 (the TCR binds to the epitope). (2) The epitope is NLVPMVATV. The TCR CDR3 sequence is CASSVRTTGSTDTQYF. Result: 1 (the TCR binds to the epitope). (3) The epitope is SLFNTVATLY. The TCR CDR3 sequence is CASEDSSDGANYGYTF. Result: 0 (the TCR does not bind to the epitope). (4) The epitope is GTSGSPIINR. The TCR CDR3 sequence is CASSLGSTGNEQFF. Result: 0 (the TCR does not bind to the epitope).